This data is from HIV replication inhibition screening data with 41,000+ compounds from the AIDS Antiviral Screen. The task is: Binary Classification. Given a drug SMILES string, predict its activity (active/inactive) in a high-throughput screening assay against a specified biological target. (1) The compound is CC(=O)OC1CCC2(C)C(CCC3C2CCC2(C)C3CCC2C(C)(C)O)C1. The result is 0 (inactive). (2) The drug is O=C(Cn1c2ccc(Br)cc2c2nc3ccccc3nc21)NC1CCCCC1. The result is 0 (inactive). (3) The drug is c1scc2c1COCCOCCOCCOCCOCCOC2. The result is 0 (inactive). (4) The molecule is N#Cc1c(-c2ccc(NCc3nc4ccccc4[nH]3)cc2)cc(-c2ccco2)nc1O. The result is 0 (inactive). (5) The compound is CN(C)CC1CCCCCCCCCCCCC(CN(C)C)C1=O.Cl. The result is 0 (inactive). (6) The drug is CCCCCCCCCCCCCCCc1ccc(OCC(O)CO)cc1. The result is 0 (inactive).